From a dataset of Catalyst prediction with 721,799 reactions and 888 catalyst types from USPTO. Predict which catalyst facilitates the given reaction. (1) Reactant: [Cl:1][C:2]1[CH:7]=[CH:6][C:5]([N:8]2[CH2:13][CH2:12][N:11]([C:14](=[O:30])[CH2:15][N:16]3[C:20]4=[N:21][CH:22]=[CH:23][CH:24]=[C:19]4[C:18]([C:25]4[NH:26][CH:27]=[CH:28][N:29]=4)=[N:17]3)[CH2:10][CH2:9]2)=[CH:4][C:3]=1[O:31][CH3:32].[H-].[Na+].I[CH3:36]. Product: [Cl:1][C:2]1[CH:7]=[CH:6][C:5]([N:8]2[CH2:9][CH2:10][N:11]([C:14](=[O:30])[CH2:15][N:16]3[C:20]4=[N:21][CH:22]=[CH:23][CH:24]=[C:19]4[C:18]([C:25]4[N:29]([CH3:36])[CH:28]=[CH:27][N:26]=4)=[N:17]3)[CH2:12][CH2:13]2)=[CH:4][C:3]=1[O:31][CH3:32]. The catalyst class is: 1. (2) Reactant: [F:1][C:2]([F:38])([F:37])[C:3]1[CH:4]=[C:5]([CH:34]=[CH:35][CH:36]=1)[C:6]([NH:8][CH2:9][C:10]([NH:12][C@@H:13]1[CH2:17][CH2:16][N:15]([CH:18]2[CH2:23][CH2:22][N:21](C(OCC3C=CC=CC=3)=O)[CH2:20][CH2:19]2)[CH2:14]1)=[O:11])=[O:7].[H][H]. Product: [O:11]=[C:10]([NH:12][C@@H:13]1[CH2:17][CH2:16][N:15]([CH:18]2[CH2:19][CH2:20][NH:21][CH2:22][CH2:23]2)[CH2:14]1)[CH2:9][NH:8][C:6](=[O:7])[C:5]1[CH:34]=[CH:35][CH:36]=[C:3]([C:2]([F:38])([F:37])[F:1])[CH:4]=1. The catalyst class is: 19. (3) Reactant: [Cl:1][C:2]1[CH:10]=[CH:9][CH:8]=[C:7]2[C:3]=1[C:4](=[O:20])[C:5](=[O:19])[N:6]2[CH:11]([CH2:15][CH:16]([CH3:18])[CH3:17])[C:12]([OH:14])=O.[CH3:21][N:22]1[CH:26]=[CH:25][C:24]([NH2:27])=[N:23]1.C(N(CC)C(C)C)(C)C.F[P-](F)(F)(F)(F)F.N1(O[P+](N(C)C)(N(C)C)N(C)C)C2C=CC=CC=2N=N1. Product: [CH3:21][N:22]1[CH:26]=[CH:25][C:24]([NH:27][C:12](=[O:14])[CH:11]([N:6]2[C:7]3[C:3](=[C:2]([Cl:1])[CH:10]=[CH:9][CH:8]=3)[C:4](=[O:20])[C:5]2=[O:19])[CH2:15][CH:16]([CH3:18])[CH3:17])=[N:23]1. The catalyst class is: 42. (4) Reactant: BrC1C=C(C=CC=1)/[CH:5]=[N:6]/[N:7]=[CH:8]/[C:9]1[CH:14]=[CH:13][CH:12]=[C:11]([Br:15])[CH:10]=1.[Cl-].[Al+3].[Cl-].[Cl-].[Br-].[Al+3].[Br-].[Br-]. Product: [Br:15][C:11]1[CH:12]=[CH:13][CH:14]=[C:9]2[C:10]=1[CH:5]=[N:6][N:7]=[CH:8]2. The catalyst class is: 6.